This data is from Catalyst prediction with 721,799 reactions and 888 catalyst types from USPTO. The task is: Predict which catalyst facilitates the given reaction. Reactant: C(OP([CH:9]1[CH2:14][CH2:13][CH2:12][NH:11][C:10]1=[O:15])(=O)OCC)C.C[Si]([N-][Si](C)(C)C)(C)C.[Na+].[CH3:26][N:27]1[CH2:32][CH2:31][N:30]([C:33]2[C:38]([CH:39]=O)=[N:37][CH:36]=[CH:35][N:34]=2)[CH2:29][CH2:28]1.CO. Product: [CH3:26][N:27]1[CH2:32][CH2:31][N:30]([C:33]2[C:38]([CH:39]=[C:9]3[CH2:14][CH2:13][CH2:12][NH:11][C:10]3=[O:15])=[N:37][CH:36]=[CH:35][N:34]=2)[CH2:29][CH2:28]1. The catalyst class is: 7.